Dataset: NCI-60 drug combinations with 297,098 pairs across 59 cell lines. Task: Regression. Given two drug SMILES strings and cell line genomic features, predict the synergy score measuring deviation from expected non-interaction effect. (1) Drug 1: C1=CN(C(=O)N=C1N)C2C(C(C(O2)CO)O)O.Cl. Drug 2: C1=NC(=NC(=O)N1C2C(C(C(O2)CO)O)O)N. Cell line: SF-539. Synergy scores: CSS=20.6, Synergy_ZIP=-7.67, Synergy_Bliss=-2.14, Synergy_Loewe=-7.89, Synergy_HSA=-6.33. (2) Drug 1: C1CC(=O)NC(=O)C1N2CC3=C(C2=O)C=CC=C3N. Drug 2: CC(C1=C(C=CC(=C1Cl)F)Cl)OC2=C(N=CC(=C2)C3=CN(N=C3)C4CCNCC4)N. Cell line: TK-10. Synergy scores: CSS=-0.249, Synergy_ZIP=0.271, Synergy_Bliss=-0.253, Synergy_Loewe=-1.61, Synergy_HSA=-0.722. (3) Drug 1: CCC1(C2=C(COC1=O)C(=O)N3CC4=CC5=C(C=CC(=C5CN(C)C)O)N=C4C3=C2)O.Cl. Drug 2: CC12CCC3C(C1CCC2OP(=O)(O)O)CCC4=C3C=CC(=C4)OC(=O)N(CCCl)CCCl.[Na+]. Cell line: HT29. Synergy scores: CSS=39.6, Synergy_ZIP=-3.46, Synergy_Bliss=-5.16, Synergy_Loewe=-75.4, Synergy_HSA=-5.95. (4) Synergy scores: CSS=56.7, Synergy_ZIP=-0.157, Synergy_Bliss=0.175, Synergy_Loewe=0.348, Synergy_HSA=2.58. Drug 2: B(C(CC(C)C)NC(=O)C(CC1=CC=CC=C1)NC(=O)C2=NC=CN=C2)(O)O. Drug 1: CC1CCCC2(C(O2)CC(NC(=O)CC(C(C(=O)C(C1O)C)(C)C)O)C(=CC3=CSC(=N3)C)C)C. Cell line: SK-OV-3. (5) Drug 2: CN(CCCl)CCCl.Cl. Cell line: SK-MEL-2. Synergy scores: CSS=-3.90, Synergy_ZIP=-1.04, Synergy_Bliss=0.812, Synergy_Loewe=-16.5, Synergy_HSA=-6.18. Drug 1: C(=O)(N)NO.